Dataset: Forward reaction prediction with 1.9M reactions from USPTO patents (1976-2016). Task: Predict the product of the given reaction. Given the reactants CC1(C)C(C)(C)OB([C:9]2[C:10]3[CH:17]=[C:16]([CH2:18][OH:19])[CH:15]=[CH:14][C:11]=3[S:12][CH:13]=2)O1.Br[C:22]1[CH:27]=[CH:26][CH:25]=[CH:24][C:23]=1[S:28]([CH3:31])(=[O:30])=[O:29].CC1C=CC=CC=1P(C1C=CC=CC=1C)C1C=CC=CC=1C, predict the reaction product. The product is: [CH3:31][S:28]([C:23]1[CH:24]=[CH:25][CH:26]=[CH:27][C:22]=1[C:9]1[C:10]2[CH:17]=[C:16]([CH2:18][OH:19])[CH:15]=[CH:14][C:11]=2[S:12][CH:13]=1)(=[O:30])=[O:29].